From a dataset of Catalyst prediction with 721,799 reactions and 888 catalyst types from USPTO. Predict which catalyst facilitates the given reaction. (1) Reactant: [F:1][C:2]1[CH:3]=[N:4][CH:5]=[CH:6][C:7]=1[C:8]1[C:9]([C:16]2[CH:17]=[N:18][CH:19]=[CH:20][CH:21]=2)=[N:10][C:11]([NH2:15])=[C:12]([NH2:14])[CH:13]=1.[F:22][C:23]1[CH:24]=[C:25]([CH:29]=[CH:30][C:31]=1[CH3:32])[C:26](Cl)=[O:27]. Product: [NH2:15][C:11]1[N:10]=[C:9]([C:16]2[CH:17]=[N:18][CH:19]=[CH:20][CH:21]=2)[C:8]([C:7]2[CH:6]=[CH:5][N:4]=[CH:3][C:2]=2[F:1])=[CH:13][C:12]=1[NH:14][C:26](=[O:27])[C:25]1[CH:29]=[CH:30][C:31]([CH3:32])=[C:23]([F:22])[CH:24]=1. The catalyst class is: 17. (2) Reactant: [CH:1]1([N:5]2[CH2:11][CH2:10][C:9]3[S:12][C:13]([C:15]4[CH:24]=[CH:23][C:18]([C:19]([O:21]C)=[O:20])=[CH:17][CH:16]=4)=[N:14][C:8]=3[CH2:7][CH2:6]2)[CH2:4][CH2:3][CH2:2]1.[OH-].[Na+]. Product: [CH:1]1([N:5]2[CH2:11][CH2:10][C:9]3[S:12][C:13]([C:15]4[CH:16]=[CH:17][C:18]([C:19]([OH:21])=[O:20])=[CH:23][CH:24]=4)=[N:14][C:8]=3[CH2:7][CH2:6]2)[CH2:4][CH2:3][CH2:2]1. The catalyst class is: 357. (3) The catalyst class is: 13. Product: [Cl:24][C:21]1[CH:22]=[CH:23][C:18]([C:9]2[CH:10]=[N:16][N:15]3[C:25](=[O:28])[N:12]([CH:13]([CH2:4][CH:5]([CH3:8])[CH3:6])[C:34]([NH:32][CH3:31])=[O:35])[N:11]=[C:14]3[C:8]=2[C:5]2[CH:6]=[CH:7][C:2]([Cl:1])=[CH:3][CH:4]=2)=[CH:19][CH:20]=1. Reactant: [Cl:1][C:2]1[CH:7]=[CH:6][C:5]([C:8]2[CH:13]=[N:12][N:11]3[C:14](=O)[NH:15][N:16]=[C:10]3[C:9]=2[C:18]2[CH:23]=[CH:22][C:21]([Cl:24])=[CH:20][CH:19]=2)=[CH:4][CH:3]=1.[C:25]([O-:28])([O-])=O.[K+].[K+].[CH3:31][N:32]([CH:34]=[O:35])C. (4) Reactant: [NH2:1][C:2]1[C:7]([OH:8])=[CH:6][C:5]([Cl:9])=[CH:4][C:3]=1[C:10](=[O:15])[C:11]([F:14])([F:13])[F:12].N1C=CN=C1.FC(F)(F)S(O[Si:27]([C:30]([CH3:33])([CH3:32])[CH3:31])([CH3:29])[CH3:28])(=O)=O. Product: [NH2:1][C:2]1[C:7]([O:8][Si:27]([C:30]([CH3:33])([CH3:32])[CH3:31])([CH3:29])[CH3:28])=[CH:6][C:5]([Cl:9])=[CH:4][C:3]=1[C:10](=[O:15])[C:11]([F:14])([F:12])[F:13]. The catalyst class is: 3. (5) Reactant: N#N.[F:3][C:4]1[CH:5]=[C:6]([N:10]2[CH:14]=[C:13]([N:15]([CH3:23])[C:16](=[O:22])[O:17][C:18]([CH3:21])([CH3:20])[CH3:19])[C:12]([CH:24]=[CH2:25])=[N:11]2)[CH:7]=[N:8][CH:9]=1. Product: [CH2:24]([C:12]1[C:13]([N:15]([CH3:23])[C:16](=[O:22])[O:17][C:18]([CH3:21])([CH3:19])[CH3:20])=[CH:14][N:10]([C:6]2[CH:7]=[N:8][CH:9]=[C:4]([F:3])[CH:5]=2)[N:11]=1)[CH3:25]. The catalyst class is: 19. (6) Reactant: [C:1]([C:4]1[CH:11]=[CH:10][C:7]([CH:8]=[O:9])=[CH:6][CH:5]=1)([OH:3])=O.S(Cl)(Cl)=O.[C:16]([O:20][C:21](=[O:30])[NH:22][C:23]1[CH:28]=[CH:27][CH:26]=[CH:25][C:24]=1[NH2:29])([CH3:19])([CH3:18])[CH3:17].C(C1C=CC(C(Cl)=O)=CC=1)=O.C(N(C(C)C)CC)(C)C. The catalyst class is: 139. Product: [C:16]([O:20][C:21](=[O:30])[NH:22][C:23]1[CH:28]=[CH:27][CH:26]=[CH:25][C:24]=1[NH:29][C:1](=[O:3])[C:4]1[CH:11]=[CH:10][C:7]([CH:8]=[O:9])=[CH:6][CH:5]=1)([CH3:19])([CH3:17])[CH3:18]. (7) Reactant: [OH-].[Na+].C([N:5]([C@H:46]1[CH2:51][CH2:50][C@H:49]([C:52]([O:54]C)=[O:53])[CH2:48][CH2:47]1)[S:6]([C:9]1[CH:10]=[C:11]([CH:43]=[CH:44][CH:45]=1)[C:12]([NH:14][C:15]1[CH:41]=[CH:40][C:39]([F:42])=[CH:38][C:16]=1[C:17]([NH:19][C:20]1[CH:25]=[CH:24][C:23]([CH2:26][CH2:27][C:28]2[CH:37]=[CH:36][C:31]([C:32]([O:34]C)=[O:33])=[CH:30][CH:29]=2)=[CH:22][CH:21]=1)=[O:18])=[O:13])(=[O:8])=[O:7])C.Cl. Product: [C:52]([C@H:49]1[CH2:50][CH2:51][C@H:46]([NH:5][S:6]([C:9]2[CH:10]=[C:11]([CH:43]=[CH:44][CH:45]=2)[C:12]([NH:14][C:15]2[CH:41]=[CH:40][C:39]([F:42])=[CH:38][C:16]=2[C:17]([NH:19][C:20]2[CH:25]=[CH:24][C:23]([CH2:26][CH2:27][C:28]3[CH:29]=[CH:30][C:31]([C:32]([OH:34])=[O:33])=[CH:36][CH:37]=3)=[CH:22][CH:21]=2)=[O:18])=[O:13])(=[O:7])=[O:8])[CH2:47][CH2:48]1)([OH:54])=[O:53]. The catalyst class is: 87. (8) Reactant: [OH:1][C:2]1[CH:9]=[CH:8][C:5]([CH:6]=[O:7])=[CH:4][C:3]=1[O:10][CH3:11].I[CH:13]([CH3:15])[CH3:14].C(=O)([O-])[O-].[K+].[K+].Cl. Product: [CH:13]([O:1][C:2]1[CH:9]=[CH:8][C:5]([CH:6]=[O:7])=[CH:4][C:3]=1[O:10][CH3:11])([CH3:15])[CH3:14]. The catalyst class is: 42.